Dataset: Reaction yield outcomes from USPTO patents with 853,638 reactions. Task: Predict the reaction yield, written as a fraction of the theoretical maximum amount of product (1.0 means a 100% yield; for example, 0.34 means a 34% yield). (1) The reactants are [NH2:1][C:2]1[CH:3]=[C:4]([CH:9]=[CH:10][CH:11]=1)[C:5]([O:7][CH3:8])=[O:6].[OH:12][C:13]1[CH:18]=[C:17]([CH3:19])[O:16][C:15](=O)[CH:14]=1. The catalyst is ClC1C=CC=CC=1Cl. The product is [OH:12][C:13]1[CH:18]=[C:17]([CH3:19])[N:1]([C:2]2[CH:3]=[C:4]([CH:9]=[CH:10][CH:11]=2)[C:5]([O:7][CH3:8])=[O:6])[C:15](=[O:16])[CH:14]=1. The yield is 0.160. (2) The reactants are [Br:1][C:2]1[C:3]([NH:16][C@H:17]2[CH2:22][CH2:21][C@H:20]([OH:23])[CH2:19][CH2:18]2)=[N:4][C:5]([N:9]2[C:13]([CH3:14])=[CH:12][CH:11]=[C:10]2[CH3:15])=[N:6][C:7]=1[CH3:8].[H-].[Na+].[CH3:26]I. The catalyst is O1CCCC1. The product is [Br:1][C:2]1[C:3]([NH:16][C@H:17]2[CH2:18][CH2:19][C@H:20]([O:23][CH3:26])[CH2:21][CH2:22]2)=[N:4][C:5]([N:9]2[C:13]([CH3:14])=[CH:12][CH:11]=[C:10]2[CH3:15])=[N:6][C:7]=1[CH3:8]. The yield is 0.730.